This data is from Peptide-MHC class I binding affinity with 185,985 pairs from IEDB/IMGT. The task is: Regression. Given a peptide amino acid sequence and an MHC pseudo amino acid sequence, predict their binding affinity value. This is MHC class I binding data. (1) The peptide sequence is IQVNKGVAY. The MHC is HLA-A02:03 with pseudo-sequence HLA-A02:03. The binding affinity (normalized) is 0.0847. (2) The peptide sequence is RPQKRPSCI. The MHC is HLA-A30:02 with pseudo-sequence HLA-A30:02. The binding affinity (normalized) is 0.